This data is from Reaction yield outcomes from USPTO patents with 853,638 reactions. The task is: Predict the reaction yield, written as a fraction of the theoretical maximum amount of product (1.0 means a 100% yield; for example, 0.34 means a 34% yield). (1) The reactants are C(NC(C)C)(C)C.[F:8][C:9]1[CH:14]=[CH:13][C:12]([N:15]2[C:23]3[C:18](=[CH:19][C:20]([O:24][C@H:25]([C:29]4[CH:34]=[CH:33][CH:32]=[C:31]([O:35][CH3:36])[CH:30]=4)[C@@H:26]([NH2:28])[CH3:27])=[CH:21][CH:22]=3)[CH:17]=[N:16]2)=[CH:11][CH:10]=1.[NH2:37][C:38](=[O:42])[C:39](O)=[O:40].CN(C(ON1N=NC2C=CC=CC1=2)=[N+](C)C)C.F[P-](F)(F)(F)(F)F. The catalyst is ClCCl. The product is [F:8][C:9]1[CH:10]=[CH:11][C:12]([N:15]2[C:23]3[C:18](=[CH:19][C:20]([O:24][C@H:25]([C:29]4[CH:34]=[CH:33][CH:32]=[C:31]([O:35][CH3:36])[CH:30]=4)[C@@H:26]([NH:28][C:39]([C:38]([NH2:37])=[O:42])=[O:40])[CH3:27])=[CH:21][CH:22]=3)[CH:17]=[N:16]2)=[CH:13][CH:14]=1. The yield is 0.690. (2) The reactants are [NH2:1][C:2]1[C:7]([O:8][CH3:9])=[CH:6][N:5]=[C:4]([O:10][CH3:11])[N:3]=1.C(OC([N:17]=[C:18]=S)=O)C.O.[NH2:21]O. The catalyst is C1(C)C=CC=CC=1. The product is [NH2:21][C:18]1[N:1]=[C:2]2[N:3]([C:4]([O:10][CH3:11])=[N:5][CH:6]=[C:7]2[O:8][CH3:9])[N:17]=1. The yield is 0.704. (3) The reactants are [CH2:1]([C:7]1[CH:12]=[CH:11][C:10]([N:13]=[N:14][C:15]2[CH:20]=[CH:19][C:18]([OH:21])=[CH:17][CH:16]=2)=[CH:9][CH:8]=1)[CH2:2][CH2:3][CH2:4][CH2:5][CH3:6].Br[CH2:23][CH2:24][CH2:25][CH2:26][CH2:27][CH2:28][OH:29].C(=O)([O-])[O-].[K+].[K+]. The catalyst is C(O)C. The product is [CH2:1]([C:7]1[CH:12]=[CH:11][C:10]([N:13]=[N:14][C:15]2[CH:20]=[CH:19][C:18]([O:21][CH2:23][CH2:24][CH2:25][CH2:26][CH2:27][CH2:28][OH:29])=[CH:17][CH:16]=2)=[CH:9][CH:8]=1)[CH2:2][CH2:3][CH2:4][CH2:5][CH3:6]. The yield is 0.580. (4) The reactants are [Br:1][C:2]1[CH:7]=[CH:6][C:5]([CH:8]([NH2:10])[CH3:9])=[C:4]([F:11])[CH:3]=1.[C:12](O[C:12]([O:14][C:15]([CH3:18])([CH3:17])[CH3:16])=[O:13])([O:14][C:15]([CH3:18])([CH3:17])[CH3:16])=[O:13]. No catalyst specified. The product is [Br:1][C:2]1[CH:7]=[CH:6][C:5]([CH:8]([NH:10][C:12](=[O:13])[O:14][C:15]([CH3:18])([CH3:17])[CH3:16])[CH3:9])=[C:4]([F:11])[CH:3]=1. The yield is 0.730.